This data is from Forward reaction prediction with 1.9M reactions from USPTO patents (1976-2016). The task is: Predict the product of the given reaction. (1) Given the reactants [CH:1]1([C:4]2[CH:5]=[N:6][C:7]([NH:13][C:14]3[CH:15]=[C:16]4[C:20](=[C:21](/[CH:23]=[CH:24]/[CH2:25][OH:26])[CH:22]=3)[N:19]([CH3:27])[CH:18]=[CH:17]4)=[C:8]([CH:12]=2)[C:9]([OH:11])=[O:10])[CH2:3][CH2:2]1, predict the reaction product. The product is: [CH:1]1([C:4]2[CH:5]=[N:6][C:7]([NH:13][C:14]3[CH:15]=[C:16]4[C:20](=[C:21]([CH2:23][CH2:24][CH2:25][OH:26])[CH:22]=3)[N:19]([CH3:27])[CH:18]=[CH:17]4)=[C:8]([CH:12]=2)[C:9]([OH:11])=[O:10])[CH2:2][CH2:3]1. (2) Given the reactants [NH2:1][C:2]1[N:7]=[C:6]([C:8]2[C:9]([C:22]3[CH:23]=[C:24]([NH:28][C:29]([NH:31][C:32]4[CH:37]=[CH:36][C:35]([C:38]([F:41])([F:40])[F:39])=[CH:34][CH:33]=4)=[O:30])[CH:25]=[CH:26][CH:27]=3)=[N:10][N:11](CC3C=CC(OC)=CC=3)[CH:12]=2)[CH:5]=[CH:4][N:3]=1, predict the reaction product. The product is: [NH2:1][C:2]1[N:7]=[C:6]([C:8]2[C:9]([C:22]3[CH:23]=[C:24]([NH:28][C:29]([NH:31][C:32]4[CH:37]=[CH:36][C:35]([C:38]([F:39])([F:40])[F:41])=[CH:34][CH:33]=4)=[O:30])[CH:25]=[CH:26][CH:27]=3)=[N:10][NH:11][CH:12]=2)[CH:5]=[CH:4][N:3]=1. (3) Given the reactants [Li]CCCC.[C:6]1([C:12]2[CH:17]=[CH:16][CH:15]=[CH:14][N:13]=2)[CH:11]=[CH:10][CH:9]=[CH:8][CH:7]=1.[CH2:18]([O:25][C:26]1[CH:36]=[CH:35][CH:34]=[CH:33][C:27]=1[C:28](N(C)C)=[O:29])[C:19]1[CH:24]=[CH:23][CH:22]=[CH:21][CH:20]=1.O, predict the reaction product. The product is: [CH2:18]([O:25][C:26]1[CH:36]=[CH:35][CH:34]=[CH:33][C:27]=1[C:28]([C:14]1[CH:15]=[CH:16][CH:17]=[C:12]([C:6]2[CH:7]=[CH:8][CH:9]=[CH:10][CH:11]=2)[N:13]=1)=[O:29])[C:19]1[CH:20]=[CH:21][CH:22]=[CH:23][CH:24]=1. (4) The product is: [Br:1][C:2]1[C:10]2[NH:9][C:8]([Cl:20])=[N:7][C:6]=2[CH:5]=[C:4]([Cl:12])[CH:3]=1. Given the reactants [Br:1][C:2]1[C:10]2[NH:9][C:8](=O)[NH:7][C:6]=2[CH:5]=[C:4]([Cl:12])[CH:3]=1.CN(C=O)C.P(Cl)(Cl)([Cl:20])=O, predict the reaction product. (5) Given the reactants [F:1][C:2]([F:15])([F:14])[CH2:3][O:4][C:5]1[CH:10]=[CH:9][C:8]([C:11](=O)[CH3:12])=[CH:7][CH:6]=1.[CH3:16][C:17]([S@:20]([NH2:22])=[O:21])([CH3:19])[CH3:18], predict the reaction product. The product is: [CH3:16][C:17]([S@:20]([NH:22][CH:11]([C:8]1[CH:9]=[CH:10][C:5]([O:4][CH2:3][C:2]([F:15])([F:14])[F:1])=[CH:6][CH:7]=1)[CH3:12])=[O:21])([CH3:19])[CH3:18]. (6) Given the reactants [BH4-].[Na+].[Cl:3][C:4]1[C:8]2[CH:9]=[CH:10][CH:11]=[CH:12][C:7]=2[S:6][C:5]=1[CH:13]=[O:14].O, predict the reaction product. The product is: [Cl:3][C:4]1[C:8]2[CH:9]=[CH:10][CH:11]=[CH:12][C:7]=2[S:6][C:5]=1[CH2:13][OH:14].